Dataset: Full USPTO retrosynthesis dataset with 1.9M reactions from patents (1976-2016). Task: Predict the reactants needed to synthesize the given product. (1) Given the product [CH2:1]([O:4][C:5]1[N:10]=[C:9]([Cl:24])[C:8]([F:12])=[CH:7][N:6]=1)[CH:2]=[CH2:3], predict the reactants needed to synthesize it. The reactants are: [CH2:1]([O:4][C:5]1[N:10]=[C:9](O)[C:8]([F:12])=[CH:7][N:6]=1)[CH:2]=[CH2:3].CN(C)C1C=CC=CC=1.P(Cl)(Cl)([Cl:24])=O.C(#N)C. (2) Given the product [Cl:10][C:11]1[CH:12]=[C:13]([N:18]=[C:19]2[N:6]([CH2:5][CH:2]3[CH2:3][CH2:4]3)[CH2:7][CH2:8][S:20]2)[CH:14]=[CH:15][C:16]=1[Cl:17], predict the reactants needed to synthesize it. The reactants are: [Cl-].[CH:2]1([CH2:5][NH2+:6][CH2:7][CH2:8]Cl)[CH2:4][CH2:3]1.[Cl:10][C:11]1[CH:12]=[C:13]([N:18]=[C:19]=[S:20])[CH:14]=[CH:15][C:16]=1[Cl:17]. (3) Given the product [CH3:1][O:2][C:3]1[CH:4]=[C:5]([CH2:13][CH2:14][C:15]([OH:17])=[O:16])[CH:6]=[CH:7][C:8]=1[O:9][CH2:10][C:11]#[CH:12], predict the reactants needed to synthesize it. The reactants are: [CH3:1][O:2][C:3]1[CH:4]=[C:5]([CH2:13][CH2:14][C:15]([O:17]CC)=[O:16])[CH:6]=[CH:7][C:8]=1[O:9][CH2:10][C:11]#[CH:12].[OH-].[Li+].O1CCCC1.